From a dataset of Catalyst prediction with 721,799 reactions and 888 catalyst types from USPTO. Predict which catalyst facilitates the given reaction. Reactant: Br[C:2]1[CH:3]=[C:4]([C:12]([O:14][CH3:15])=[O:13])[CH:5]=[N:6][C:7]=1[C:8]([F:11])([F:10])[F:9].[C:16]([O-])([O-])=O.[K+].[K+].CB1OB(C)OB(C)O1. Product: [CH3:16][C:2]1[CH:3]=[C:4]([C:12]([O:14][CH3:15])=[O:13])[CH:5]=[N:6][C:7]=1[C:8]([F:11])([F:10])[F:9]. The catalyst class is: 70.